This data is from Ames mutagenicity test results for genotoxicity prediction. The task is: Regression/Classification. Given a drug SMILES string, predict its toxicity properties. Task type varies by dataset: regression for continuous values (e.g., LD50, hERG inhibition percentage) or binary classification for toxic/non-toxic outcomes (e.g., AMES mutagenicity, cardiotoxicity, hepatotoxicity). Dataset: ames. (1) The result is 0 (non-mutagenic). The molecule is C=C[C@](C)(O)CCC=C(C)C. (2) The compound is N/C(=N\O)c1ccc(O)c(O)c1. The result is 1 (mutagenic). (3) The result is 0 (non-mutagenic). The molecule is Nc1ccc(C=O)cc1. (4) The result is 1 (mutagenic). The compound is Cc1ccc([C@@H]2CO2)cc1.